From a dataset of Catalyst prediction with 721,799 reactions and 888 catalyst types from USPTO. Predict which catalyst facilitates the given reaction. Reactant: [CH2:1]([C:3]1[CH:4]=[C:5]([CH:7]=[CH:8][CH:9]=1)[NH2:6])[CH3:2].[CH2:10](O)[CH3:11].C(=O)([O-])[O-].[Na+].[Na+].[CH2:19](I)[CH3:20]. Product: [CH2:19]([N:6]([CH2:10][CH3:11])[C:5]1[CH:7]=[CH:8][CH:9]=[C:3]([CH2:1][CH3:2])[CH:4]=1)[CH3:20]. The catalyst class is: 6.